From a dataset of Forward reaction prediction with 1.9M reactions from USPTO patents (1976-2016). Predict the product of the given reaction. (1) Given the reactants [C:1]1([CH2:7][O:8][C:9]2[CH:10]=[C:11]3[C:15](=[CH:16][CH:17]=2)[NH:14][CH:13]=[CH:12]3)[CH:6]=[CH:5][CH:4]=[CH:3][CH:2]=1.[C:18]1([S:24](Cl)(=[O:26])=[O:25])[CH:23]=[CH:22][CH:21]=[CH:20][CH:19]=1.[OH-].[Na+], predict the reaction product. The product is: [C:1]1([CH2:7][O:8][C:9]2[CH:10]=[C:11]3[C:15](=[CH:16][CH:17]=2)[N:14]([S:24]([C:18]2[CH:23]=[CH:22][CH:21]=[CH:20][CH:19]=2)(=[O:26])=[O:25])[CH:13]=[CH:12]3)[CH:2]=[CH:3][CH:4]=[CH:5][CH:6]=1. (2) Given the reactants [Cl:1][C:2]1[CH:7]=[CH:6][C:5]([CH:8]([C:21]2[CH:26]=[CH:25][C:24]([F:27])=[CH:23][CH:22]=2)[C:9]2[C:17]3[C:12](=[C:13]([CH2:18][S:19][CH3:20])[CH:14]=[CH:15][CH:16]=3)[NH:11][CH:10]=2)=[C:4]([CH3:28])[CH:3]=1.ClCCl.ClC1C=CC=C(C(OO)=[O:40])C=1, predict the reaction product. The product is: [Cl:1][C:2]1[CH:7]=[CH:6][C:5]([CH:8]([C:21]2[CH:22]=[CH:23][C:24]([F:27])=[CH:25][CH:26]=2)[C:9]2[C:17]3[C:12](=[C:13]([CH2:18][S:19]([CH3:20])=[O:40])[CH:14]=[CH:15][CH:16]=3)[NH:11][CH:10]=2)=[C:4]([CH3:28])[CH:3]=1. (3) Given the reactants [H-].[Na+].[F:3][C:4]1[CH:9]=[C:8]([F:10])[C:7]([F:11])=[CH:6][C:5]=1[OH:12].[CH:13]([O:16][C:17]([N:19]1[CH2:24][CH2:23][CH:22]([N:25]2[C:29]3=[N:30][CH:31]=[N:32][C:33](Cl)=[C:28]3[C:27]([CH3:35])=[N:26]2)[CH2:21][CH2:20]1)=[O:18])([CH3:15])[CH3:14].[Cl-].[NH4+], predict the reaction product. The product is: [CH:13]([O:16][C:17]([N:19]1[CH2:24][CH2:23][CH:22]([N:25]2[C:29]3=[N:30][CH:31]=[N:32][C:33]([O:12][C:5]4[CH:6]=[C:7]([F:11])[C:8]([F:10])=[CH:9][C:4]=4[F:3])=[C:28]3[C:27]([CH3:35])=[N:26]2)[CH2:21][CH2:20]1)=[O:18])([CH3:15])[CH3:14]. (4) Given the reactants [Cl:1][C:2]1[C:10]([Cl:11])=[C:9]2[C:5]([CH2:6][C:7]([CH:14]3[CH2:18][CH2:17][CH2:16][CH2:15]3)([CH3:13])[C:8]2=[O:12])=[CH:4][C:3]=1OS(C(F)(F)F)(=O)=O.[C:27]([C:29]1[CH:36]=[CH:35][C:32]([C:33]#[N:34])=[CH:31][CH:30]=1)#[CH:28], predict the reaction product. The product is: [Cl:1][C:2]1[C:10]([Cl:11])=[C:9]2[C:5]([CH2:6][C:7]([CH:14]3[CH2:18][CH2:17][CH2:16][CH2:15]3)([CH3:13])[C:8]2=[O:12])=[CH:4][C:3]=1[C:28]#[C:27][C:29]1[CH:36]=[CH:35][C:32]([C:33]#[N:34])=[CH:31][CH:30]=1. (5) Given the reactants [O:1]1[C:6]2[CH:7]=[CH:8][C:9]([CH2:11][N:12]([CH:20]3[CH2:25][CH2:24][N:23]([CH2:26][CH2:27][N:28]4[C:37]5[C:32](=[C:33]([Br:38])[CH:34]=[CH:35][CH:36]=5)[CH:31]=[CH:30][C:29]4=[O:39])[CH2:22][CH2:21]3)C(=O)OC(C)(C)C)=[CH:10][C:5]=2[O:4][CH2:3][CH2:2]1.FC(F)(F)C(O)=O, predict the reaction product. The product is: [O:1]1[C:6]2[CH:7]=[CH:8][C:9]([CH2:11][NH:12][CH:20]3[CH2:25][CH2:24][N:23]([CH2:26][CH2:27][N:28]4[C:37]5[C:32](=[C:33]([Br:38])[CH:34]=[CH:35][CH:36]=5)[CH:31]=[CH:30][C:29]4=[O:39])[CH2:22][CH2:21]3)=[CH:10][C:5]=2[O:4][CH2:3][CH2:2]1. (6) Given the reactants [F:1][C:2]1[CH:3]=[C:4]([NH:24][C:25]([C:27]2SC(C3C=CC=CC=3)=CN=2)=[O:26])[CH:5]=[CH:6][C:7]=1[O:8][C:9]1[CH:14]=[CH:13][N:12]=[C:11]2[CH:15]=[C:16]([C:18]3[N:19]([CH3:23])[CH:20]=[CH:21][N:22]=3)[S:17][C:10]=12.[C:38]1([N:44]2[C:48]([C:49]([F:52])([F:51])[F:50])=C(C(O)=O)[CH:46]=[N:45]2)[CH:43]=[CH:42][CH:41]=[CH:40][CH:39]=1, predict the reaction product. The product is: [F:1][C:2]1[CH:3]=[C:4]([NH:24][C:25]([C:27]2[CH:46]=[N:45][N:44]([C:38]3[CH:43]=[CH:42][CH:41]=[CH:40][CH:39]=3)[C:48]=2[C:49]([F:52])([F:51])[F:50])=[O:26])[CH:5]=[CH:6][C:7]=1[O:8][C:9]1[CH:14]=[CH:13][N:12]=[C:11]2[CH:15]=[C:16]([C:18]3[N:19]([CH3:23])[CH:20]=[CH:21][N:22]=3)[S:17][C:10]=12. (7) Given the reactants [N:1]([CH:4]([C@H:7]1[CH2:11][CH2:10][CH2:9][O:8]1)[CH2:5][CH3:6])=[N+]=[N-].[H][H], predict the reaction product. The product is: [O:8]1[CH2:9][CH2:10][CH2:11][CH:7]1[C@H:4]([NH2:1])[CH2:5][CH3:6].